Dataset: Catalyst prediction with 721,799 reactions and 888 catalyst types from USPTO. Task: Predict which catalyst facilitates the given reaction. (1) Reactant: [CH3:1][O:2][C:3]1[CH:12]=[CH:11][C:6]([C:7]([O:9][CH3:10])=[O:8])=[CH:5][C:4]=1[NH:13][S:14]([CH3:17])(=[O:16])=[O:15].Br[CH2:19][CH2:20][OH:21].C([O-])([O-])=O.[K+].[K+]. Product: [OH:21][CH2:20][CH2:19][N:13]([C:4]1[CH:5]=[C:6]([CH:11]=[CH:12][C:3]=1[O:2][CH3:1])[C:7]([O:9][CH3:10])=[O:8])[S:14]([CH3:17])(=[O:16])=[O:15]. The catalyst class is: 10. (2) The catalyst class is: 2. Product: [F:44][C:41]1[CH:39]=[C:19]([F:22])[CH:18]=[CH:17][C:16]=1[C:15]#[C:14][C:11]1[CH:12]=[CH:13][C:8]2[N:7]=[C:27]([C:29]3[CH:30]=[C:31]([CH:32]=[CH:33][CH:34]=3)[C:35]#[N:36])[CH2:26][C:25](=[O:37])[NH:24][C:9]=2[CH:10]=1. Reactant: C(OC(=O)[NH:7][C:8]1[CH:13]=[CH:12][C:11]([C:14]#[C:15][C:16]2C=C[C:19]([F:22])=[CH:18][C:17]=2F)=[CH:10][C:9]=1[NH:24][C:25](=[O:37])[CH2:26][C:27]([C:29]1[CH:34]=[CH:33][CH:32]=[C:31]([C:35]#[N:36])[CH:30]=1)=O)(C)(C)C.[C:39](O)([C:41]([F:44])(F)F)=O. (3) Reactant: CI.[C:3]([O-])([O-])=O.[K+].[K+].[CH:9]1([CH2:14][CH:15]([C:24]2[CH:25]=[N:26][C:27]([SH:30])=[CH:28][CH:29]=2)[C:16]([NH:18][C:19]2[S:20][CH:21]=[CH:22][N:23]=2)=[O:17])[CH2:13][CH2:12][CH2:11][CH2:10]1. Product: [CH:9]1([CH2:14][CH:15]([C:24]2[CH:25]=[N:26][C:27]([S:30][CH3:3])=[CH:28][CH:29]=2)[C:16]([NH:18][C:19]2[S:20][CH:21]=[CH:22][N:23]=2)=[O:17])[CH2:13][CH2:12][CH2:11][CH2:10]1. The catalyst class is: 3. (4) Reactant: [F:1][C:2]1C(F)=[CH:6][CH:5]=[CH:4][C:3]=1[C@@:9]1([NH:37][C:38]([NH:40][C:41](=[O:48])[C:42]2[CH:47]=[CH:46][CH:45]=[CH:44][CH:43]=2)=[S:39])[C@H:13]([CH2:14]O)[C@@H:12]([CH2:16][O:17][C:18]([C:31]2[CH:36]=[CH:35][CH:34]=[CH:33][CH:32]=2)([C:25]2[CH:30]=[CH:29][CH:28]=[CH:27][CH:26]=2)[C:19]2[CH:24]=[CH:23][CH:22]=[CH:21][CH:20]=2)[O:11][CH2:10]1.N1C=CC=CC=1.F[C:56]([F:69])(F)S(OS(C(F)(F)F)(=O)=O)(=O)=O.[NH4+].[Cl-]. Product: [F:1][C:2]1[C:56]([F:69])=[CH:6][CH:5]=[CH:4][C:3]=1[C@:9]12[CH2:10][O:11][C@H:12]([CH2:16][O:17][C:18]([C:19]3[CH:20]=[CH:21][CH:22]=[CH:23][CH:24]=3)([C:31]3[CH:36]=[CH:35][CH:34]=[CH:33][CH:32]=3)[C:25]3[CH:26]=[CH:27][CH:28]=[CH:29][CH:30]=3)[C@H:13]1[CH2:14][S:39][C:38]([NH:40][C:41](=[O:48])[C:42]1[CH:47]=[CH:46][CH:45]=[CH:44][CH:43]=1)=[N:37]2. The catalyst class is: 34. (5) Reactant: [BH4-].[Na+].[C:3]1([C:13]2[CH:18]=[CH:17][CH:16]=[CH:15][CH:14]=2)[CH:8]=[CH:7][C:6]([CH2:9][C:10](O)=[O:11])=[CH:5][CH:4]=1.II. Product: [C:13]1([C:3]2[CH:8]=[CH:7][C:6]([CH2:9][CH2:10][OH:11])=[CH:5][CH:4]=2)[CH:18]=[CH:17][CH:16]=[CH:15][CH:14]=1. The catalyst class is: 7. (6) Product: [CH:1]1([N:5]2[CH2:11][CH2:10][C:9]3[CH:12]=[CH:13][C:14]([CH:16]4[CH2:21][CH2:20][N:19]([C:22]5[CH:23]=[CH:24][C:25]([C:28]([OH:30])=[O:29])=[N:26][CH:27]=5)[CH2:18][CH2:17]4)=[CH:15][C:8]=3[CH2:7][CH2:6]2)[CH2:2][CH2:3][CH2:4]1. Reactant: [CH:1]1([N:5]2[CH2:11][CH2:10][C:9]3[CH:12]=[CH:13][C:14]([CH:16]4[CH2:21][CH2:20][N:19]([C:22]5[CH:23]=[CH:24][C:25]([C:28]([O:30]C(C)(C)C)=[O:29])=[N:26][CH:27]=5)[CH2:18][CH2:17]4)=[CH:15][C:8]=3[CH2:7][CH2:6]2)[CH2:4][CH2:3][CH2:2]1.O. The catalyst class is: 55. (7) Reactant: [NH2:1][C@@H:2]1[CH2:7][CH2:6][C@H:5]([NH:8][C:9](=[O:15])[O:10][C:11]([CH3:14])([CH3:13])[CH3:12])[CH2:4][CH2:3]1.C(N(C(C)C)CC)(C)C.Cl[C:26]1[N:31]=[C:30]([Cl:32])[N:29]=[C:28]2[NH:33][N:34]=[CH:35][C:27]=12. The catalyst class is: 8. Product: [Cl:32][C:30]1[N:29]=[C:28]2[NH:33][N:34]=[CH:35][C:27]2=[C:26]([NH:1][C@@H:2]2[CH2:7][CH2:6][C@H:5]([NH:8][C:9](=[O:15])[O:10][C:11]([CH3:12])([CH3:14])[CH3:13])[CH2:4][CH2:3]2)[N:31]=1. (8) Reactant: [Br:1][C:2]1[CH:7]=[C:6]([CH:8]2[O:12][CH2:11][CH2:10][O:9]2)[CH:5]=[CH:4][C:3]=1[OH:13].[C:14](=O)([O-])[O-].[K+].[K+].S(OC)(OC)(=O)=O. Product: [Br:1][C:2]1[CH:7]=[C:6]([CH:8]2[O:9][CH2:10][CH2:11][O:12]2)[CH:5]=[CH:4][C:3]=1[O:13][CH3:14]. The catalyst class is: 21.